From a dataset of Forward reaction prediction with 1.9M reactions from USPTO patents (1976-2016). Predict the product of the given reaction. (1) Given the reactants [CH3:1][O:2][C:3]1[C:4]([CH2:9][C:10]([O:12]CC)=[O:11])=[N:5][CH:6]=[CH:7][CH:8]=1.[OH-].[Na+:16], predict the reaction product. The product is: [CH3:1][O:2][C:3]1[C:4]([CH2:9][C:10]([O-:12])=[O:11])=[N:5][CH:6]=[CH:7][CH:8]=1.[Na+:16]. (2) The product is: [F:1][C@H:2]([C@H:4]1[CH2:8][O:7][C:6](=[O:9])[NH:5]1)[CH3:3]. Given the reactants [F:1][C@H:2]([C@H:4]1[CH2:8][O:7][C:6](=[O:9])[N:5]1CC1C=CC(OC)=CC=1)[CH3:3], predict the reaction product.